Binary Classification. Given a T-cell receptor sequence (or CDR3 region) and an epitope sequence, predict whether binding occurs between them. From a dataset of TCR-epitope binding with 47,182 pairs between 192 epitopes and 23,139 TCRs. (1) The epitope is FLLNKEMYL. The TCR CDR3 sequence is CASGSGSTDEQFF. Result: 0 (the TCR does not bind to the epitope). (2) The epitope is CINGVCWTV. The TCR CDR3 sequence is CASSHSAGVFMNTEAFF. Result: 1 (the TCR binds to the epitope). (3) The epitope is RLFRKSNLK. The TCR CDR3 sequence is CASSQEGRAGDTQYF. Result: 0 (the TCR does not bind to the epitope). (4) The epitope is KLPDDFTGCV. Result: 1 (the TCR binds to the epitope). The TCR CDR3 sequence is CASSAWGDTQYF. (5) The epitope is HTTDPSFLGRY. The TCR CDR3 sequence is CASSYAGTGDTEAFF. Result: 1 (the TCR binds to the epitope). (6) The epitope is VLWAHGFEL. The TCR CDR3 sequence is CASSPPGQGNHEQYF. Result: 0 (the TCR does not bind to the epitope). (7) The epitope is MPASWVMRI. The TCR CDR3 sequence is CASSSPGSPSGYEQYF. Result: 0 (the TCR does not bind to the epitope). (8) The epitope is TEKSNIIRGW. The TCR CDR3 sequence is CASSQGLAGVDTQYF. Result: 0 (the TCR does not bind to the epitope). (9) The epitope is AYAQKIFKI. The TCR CDR3 sequence is CASSTGTAAYEQYF. Result: 0 (the TCR does not bind to the epitope). (10) The epitope is IPRRNVATL. The TCR CDR3 sequence is CASSQEIAGAGYEQYF. Result: 1 (the TCR binds to the epitope).